Dataset: Full USPTO retrosynthesis dataset with 1.9M reactions from patents (1976-2016). Task: Predict the reactants needed to synthesize the given product. (1) The reactants are: [Cl:1][C:2]1[CH:16]=[CH:15][C:5]([CH2:6][O:7][Si](C(C)(C)C)(C)C)=[C:4]([F:17])[C:3]=1[I:18].[F-].C([N+](CCCC)(CCCC)CCCC)CCC. Given the product [Cl:1][C:2]1[CH:16]=[CH:15][C:5]([CH2:6][OH:7])=[C:4]([F:17])[C:3]=1[I:18], predict the reactants needed to synthesize it. (2) Given the product [NH2:9][C:4]1[C:5]([OH:8])=[N:6][CH:7]=[C:2]([Cl:1])[CH:3]=1, predict the reactants needed to synthesize it. The reactants are: [Cl:1][C:2]1[CH:3]=[C:4]([N+:9]([O-])=O)[C:5]([OH:8])=[N:6][CH:7]=1.[Cl-].[Ca+2].[Cl-]. (3) Given the product [Br:1][C:2]1[CH:7]=[C:6]([N+:8]([O-:10])=[O:9])[C:5]([CH3:11])=[CH:4][C:3]=1[N:19]1[CH2:24][CH2:23][O:22][CH2:21][CH2:20]1, predict the reactants needed to synthesize it. The reactants are: [Br:1][C:2]1[CH:7]=[C:6]([N+:8]([O-:10])=[O:9])[C:5]([CH3:11])=[CH:4][C:3]=1F.C(=O)([O-])[O-].[K+].[K+].[NH:19]1[CH2:24][CH2:23][O:22][CH2:21][CH2:20]1. (4) Given the product [CH3:1][C:2]1([CH3:19])[O:7][CH2:6][C:5]([C:12]2[CH:17]=[CH:16][C:15]([CH3:18])=[CH:14][N:13]=2)([C:8]([O-:10])=[O:9])[CH2:4][O:3]1.[Na+:26], predict the reactants needed to synthesize it. The reactants are: [CH3:1][C:2]1([CH3:19])[O:7][CH2:6][C:5]([C:12]2[CH:17]=[CH:16][C:15]([CH3:18])=[CH:14][N:13]=2)([C:8]([O:10]C)=[O:9])[CH2:4][O:3]1.C1COCC1.[OH-].[Na+:26].